From a dataset of Reaction yield outcomes from USPTO patents with 853,638 reactions. Predict the reaction yield, written as a fraction of the theoretical maximum amount of product (1.0 means a 100% yield; for example, 0.34 means a 34% yield). (1) The reactants are [OH:1][C:2]1[CH:7]=[CH:6][C:5]([CH:8]2[CH2:13][CH2:12][C:11](=[C:14]([CH3:20])[C:15]([O:17][CH2:18][CH3:19])=[O:16])[CH2:10][CH2:9]2)=[CH:4][CH:3]=1. The catalyst is [Pd].CCOC(C)=O. The product is [OH:1][C:2]1[CH:3]=[CH:4][C:5]([C@H:8]2[CH2:9][CH2:10][C@H:11]([CH:14]([CH3:20])[C:15]([O:17][CH2:18][CH3:19])=[O:16])[CH2:12][CH2:13]2)=[CH:6][CH:7]=1. The yield is 0.320. (2) The reactants are [CH2:1]([N:6]1[C:14]2[N:13]=[CH:12][NH:11][C:10]=2[C:9](=[O:15])[NH:8]/[C:7]/1=[N:16]\[NH2:17])[CH2:2][CH2:3][CH2:4][CH3:5].[C:18]1([CH2:24][C:25]([OH:27])=O)[CH:23]=[CH:22][CH:21]=[CH:20][CH:19]=1.F[P-](F)(F)(F)(F)F.N1(O[P+](N(C)C)(N(C)C)N(C)C)C2C=CC=CC=2N=N1.C(N(CC)CC)C.CN([CH:65]=[O:66])C. The catalyst is C(OCC)(=O)C. The product is [CH3:65][O:66][C:21]1[CH:22]=[CH:23][C:18]([CH2:24][C:25]([NH:17]/[N:16]=[C:7]2\[NH:8][C:9](=[O:15])[C:10]3[NH:11][CH:12]=[N:13][C:14]=3[N:6]\2[CH2:1][CH2:2][CH2:3][CH2:4][CH3:5])=[O:27])=[CH:19][CH:20]=1. The yield is 0.980. (3) The reactants are [CH3:1][C:2]([C:6]1[CH:11]=[CH:10][C:9]([N+:12]([O-:14])=[O:13])=[CH:8][CH:7]=1)([CH3:5])[CH2:3][NH2:4].[OH-].[Na+].[CH3:17][C:18]([O:21][C:22](O[C:22]([O:21][C:18]([CH3:20])([CH3:19])[CH3:17])=[O:23])=[O:23])([CH3:20])[CH3:19].OS([O-])(=O)=O.[K+]. The catalyst is O1CCOCC1.O. The product is [CH3:5][C:2]([C:6]1[CH:11]=[CH:10][C:9]([N+:12]([O-:14])=[O:13])=[CH:8][CH:7]=1)([CH3:1])[CH2:3][NH:4][C:22](=[O:23])[O:21][C:18]([CH3:20])([CH3:19])[CH3:17]. The yield is 0.800. (4) The reactants are [CH2:1]([OH:5])[CH2:2][CH:3]=C.[CH3:6][C:7]1([CH:11]=[O:12])[CH2:10][O:9][CH2:8]1.[C:13](O)(C(F)(F)F)=O. The catalyst is C(Cl)Cl. The product is [CH3:6][C:7]1([CH:11]2[CH2:13][CH:1]([OH:5])[CH2:2][CH2:3][O:12]2)[CH2:10][O:9][CH2:8]1. The yield is 0.289. (5) The reactants are [CH3:1][C:2]1[CH:7]=[CH:6][C:5]([C:8]([CH2:10]Br)=[O:9])=[CH:4][CH:3]=1.[C:12]([O:16][C:17]([N:19]1[CH2:24][CH2:23][NH:22][CH2:21][CH2:20]1)=[O:18])([CH3:15])([CH3:14])[CH3:13].C(N(CC)CC)C. The catalyst is ClCCl. The product is [C:12]([O:16][C:17]([N:19]1[CH2:24][CH2:23][N:22]([CH2:10][C:8](=[O:9])[C:5]2[CH:6]=[CH:7][C:2]([CH3:1])=[CH:3][CH:4]=2)[CH2:21][CH2:20]1)=[O:18])([CH3:15])([CH3:13])[CH3:14]. The yield is 0.770. (6) The catalyst is CN(C=O)C.CCOC(C)=O. The yield is 0.830. The product is [Br:15][C:16]1[CH:17]=[N:18][C:19]([O:14][CH2:13][C:2]2([CH3:1])[O:6][C:5]3=[N:7][C:8]([N+:10]([O-:12])=[O:11])=[CH:9][N:4]3[CH2:3]2)=[N:20][CH:21]=1. The reactants are [CH3:1][C:2]1([CH2:13][OH:14])[O:6][C:5]2=[N:7][C:8]([N+:10]([O-:12])=[O:11])=[CH:9][N:4]2[CH2:3]1.[Br:15][C:16]1[CH:17]=[N:18][C:19](Cl)=[N:20][CH:21]=1.[H-].[Na+]. (7) The reactants are [N:1]12[CH2:8][CH2:7][C:4]([C:9]([C:17]3[CH:22]=[CH:21][CH:20]=[CH:19][CH:18]=3)([C:11]3[CH:16]=[CH:15][CH:14]=[CH:13][CH:12]=3)[OH:10])([CH2:5][CH2:6]1)[CH2:3][CH2:2]2.[Br:23][CH2:24][CH2:25][CH2:26][O:27][C:28]1[CH:33]=[CH:32][CH:31]=[CH:30][C:29]=1[OH:34]. The yield is 0.750. The catalyst is CC#N. The product is [Br-:23].[OH:10][C:9]([C:17]1[CH:22]=[CH:21][CH:20]=[CH:19][CH:18]=1)([C:11]1[CH:12]=[CH:13][CH:14]=[CH:15][CH:16]=1)[C:4]12[CH2:5][CH2:6][N+:1]([CH2:24][CH2:25][CH2:26][O:27][C:28]3[CH:33]=[CH:32][CH:31]=[CH:30][C:29]=3[OH:34])([CH2:2][CH2:3]1)[CH2:8][CH2:7]2. (8) The reactants are [Cl:1][C:2]1[CH:19]=[CH:18][C:5]([O:6][C:7]2[C:12]([F:13])=[CH:11][C:10]([N+:14]([O-])=O)=[CH:9][C:8]=2[F:17])=[CH:4][CH:3]=1.C1(C)C=CC=CC=1.C([O-])(=O)C.[NH4+]. The catalyst is [Fe].O. The product is [Cl:1][C:2]1[CH:19]=[CH:18][C:5]([O:6][C:7]2[C:12]([F:13])=[CH:11][C:10]([NH2:14])=[CH:9][C:8]=2[F:17])=[CH:4][CH:3]=1. The yield is 1.13. (9) The reactants are [NH2:1][C:2]1[C:3]([C:10]([O:12][CH3:13])=[O:11])=[N:4][C:5](Br)=[C:6]([F:8])[CH:7]=1.[F:14][C:15]1[CH:20]=[CH:19][CH:18]=[C:17]([F:21])[C:16]=1B1OC(C)(C)C(C)(C)O1.CCN(C(C)C)C(C)C. The catalyst is CC(C)([P](C(C)(C)C)([Pd][P](C(C)(C)C)(C(C)(C)C)C(C)(C)C)C(C)(C)C)C. The product is [NH2:1][C:2]1[C:3]([C:10]([O:12][CH3:13])=[O:11])=[N:4][C:5]([C:16]2[C:15]([F:14])=[CH:20][CH:19]=[CH:18][C:17]=2[F:21])=[C:6]([F:8])[CH:7]=1. The yield is 0.740. (10) The reactants are C([O-])([O-])=O.[Cs+].[Cs+].[C:7]([O:14][CH3:15])(=[O:13])[CH2:8][C:9]([O:11][CH3:12])=[O:10].Cl[C:17]1[CH:18]=[C:19]([N:26]([C:31]2[C:50]([CH:51]3[CH2:53][CH2:52]3)=[CH:49][C:34]3[C:35]([C:45]([NH:47][CH3:48])=[O:46])=[C:36]([C:38]4[CH:43]=[CH:42][C:41]([F:44])=[CH:40][CH:39]=4)[O:37][C:33]=3[CH:32]=2)[S:27]([CH3:30])(=[O:29])=[O:28])[CH:20]=[CH:21][C:22]=1[N+:23]([O-:25])=[O:24]. The catalyst is CN(C=O)C.O. The product is [CH:51]1([C:50]2[C:31]([N:26]([C:19]3[CH:20]=[CH:21][C:22]([N+:23]([O-:25])=[O:24])=[C:17]([CH:8]([C:7]([O:14][CH3:15])=[O:13])[C:9]([O:11][CH3:12])=[O:10])[CH:18]=3)[S:27]([CH3:30])(=[O:29])=[O:28])=[CH:32][C:33]3[O:37][C:36]([C:38]4[CH:43]=[CH:42][C:41]([F:44])=[CH:40][CH:39]=4)=[C:35]([C:45](=[O:46])[NH:47][CH3:48])[C:34]=3[CH:49]=2)[CH2:53][CH2:52]1. The yield is 0.680.